Dataset: Peptide-MHC class I binding affinity with 185,985 pairs from IEDB/IMGT. Task: Regression. Given a peptide amino acid sequence and an MHC pseudo amino acid sequence, predict their binding affinity value. This is MHC class I binding data. (1) The peptide sequence is FLEESHPGI. The MHC is HLA-B58:01 with pseudo-sequence HLA-B58:01. The binding affinity (normalized) is 0.0847. (2) The MHC is Mamu-A01 with pseudo-sequence Mamu-A01. The binding affinity (normalized) is 0.342. The peptide sequence is FVNYNFTLV. (3) The peptide sequence is RRYTRRISL. The MHC is HLA-A26:01 with pseudo-sequence HLA-A26:01. The binding affinity (normalized) is 0.0847. (4) The peptide sequence is FHINVELSL. The MHC is Mamu-A07 with pseudo-sequence Mamu-A07. The binding affinity (normalized) is 0.543. (5) The binding affinity (normalized) is 0. The MHC is HLA-A02:01 with pseudo-sequence HLA-A02:01. The peptide sequence is AFPTSCHMFIICF.